This data is from Reaction yield outcomes from USPTO patents with 853,638 reactions. The task is: Predict the reaction yield, written as a fraction of the theoretical maximum amount of product (1.0 means a 100% yield; for example, 0.34 means a 34% yield). (1) The reactants are [ClH:1].CO[C:4](=O)[CH:5]([NH2:9])[CH2:6][C:7]#[CH:8].[N:11]#[C:12][NH2:13]. The yield is 0.590. No catalyst specified. The product is [ClH:1].[CH2:6]([C:5]1[N:9]=[C:12]([NH2:13])[NH:11][CH:4]=1)[C:7]#[CH:8]. (2) The yield is 0.310. The reactants are [NH2:1][C:2]1[CH:3]=[C:4]([CH:8]=[CH:9][C:10]=1[NH2:11])[C:5]([NH2:7])=[O:6].[Cl:12][C:13]1[CH:28]=[CH:27][C:16]([C:17]([C:19]2[CH:26]=[CH:25][C:22]([CH:23]=O)=[CH:21][CH:20]=2)=[O:18])=[CH:15][CH:14]=1.S(S([O-])=O)([O-])(=O)=O.[Na+].[Na+]. The product is [Cl:12][C:13]1[CH:14]=[CH:15][C:16]([C:17]([C:19]2[CH:26]=[CH:25][C:22]([C:23]3[NH:11][C:10]4[CH:9]=[CH:8][C:4]([C:5]([NH2:7])=[O:6])=[CH:3][C:2]=4[N:1]=3)=[CH:21][CH:20]=2)=[O:18])=[CH:27][CH:28]=1. The catalyst is CC(N(C)C)=O. (3) The reactants are [C:1](Cl)(=[O:4])[CH:2]=[CH2:3].[CH3:6][N:7]1[CH2:14][C@@H:13]2[C@@H:9]([N:10]([C:15]3[CH:20]=[C:19]([O:21][CH3:22])[C:18]([NH:23][C:24]4[N:29]=[C:28]([C:30]5[C:38]6[C:33](=[CH:34][CH:35]=[CH:36][CH:37]=6)[N:32]([CH3:39])[CH:31]=5)[CH:27]=[CH:26][N:25]=4)=[CH:17][C:16]=3[NH2:40])[CH2:11][CH2:12]2)[CH2:8]1. The catalyst is C1COCC1.C(Cl)Cl. The product is [CH3:6][N:7]1[CH2:14][C@@H:13]2[C@@H:9]([N:10]([C:15]3[CH:20]=[C:19]([O:21][CH3:22])[C:18]([NH:23][C:24]4[N:29]=[C:28]([C:30]5[C:38]6[C:33](=[CH:34][CH:35]=[CH:36][CH:37]=6)[N:32]([CH3:39])[CH:31]=5)[CH:27]=[CH:26][N:25]=4)=[CH:17][C:16]=3[NH:40][C:1](=[O:4])[CH:2]=[CH2:3])[CH2:11][CH2:12]2)[CH2:8]1. The yield is 0.530. (4) The reactants are C(OC(=O)[NH:7][CH:8]([C:10](=[O:28])[NH:11][C:12]1[CH:17]=[CH:16][C:15]([Br:18])=[CH:14][C:13]=1[C:19](=O)[C:20]1[CH:25]=[CH:24][CH:23]=[CH:22][C:21]=1[F:26])[CH3:9])(C)(C)C.Cl. The catalyst is C(Cl)(Cl)Cl. The product is [Br:18][C:15]1[CH:16]=[CH:17][C:12]2[NH:11][C:10](=[O:28])[CH:8]([CH3:9])[N:7]=[C:19]([C:20]3[CH:25]=[CH:24][CH:23]=[CH:22][C:21]=3[F:26])[C:13]=2[CH:14]=1. The yield is 0.820. (5) The reactants are [Cl:1][C:2]1[CH:7]=[CH:6][C:5]([NH:8][C:9]([NH:11][C:12]2[CH:17]=[CH:16][C:15]([OH:18])=[C:14]([C:19]3[N:20]([CH3:24])[N:21]=[CH:22][CH:23]=3)[CH:13]=2)=[O:10])=[CH:4][CH:3]=1.[Cl:25]N1C(=O)CCC1=O.[O-]S([O-])(=S)=O.[Na+].[Na+].C([O-])(O)=O.[Na+]. The catalyst is CN(C=O)C.O. The product is [Cl:25][C:23]1[CH:22]=[N:21][N:20]([CH3:24])[C:19]=1[C:14]1[CH:13]=[C:12]([NH:11][C:9]([NH:8][C:5]2[CH:4]=[CH:3][C:2]([Cl:1])=[CH:7][CH:6]=2)=[O:10])[CH:17]=[CH:16][C:15]=1[OH:18]. The yield is 0.580. (6) The reactants are C(O[C:5](=[O:7])[CH3:6])(=O)C.[NH:8]1[C:12]2[CH:13]=[CH:14][CH:15]=[CH:16][C:11]=2[N:10]=[C:9]1[C:17]1[C:21]([NH2:22])=[CH:20][NH:19][N:18]=1. The catalyst is N1C=CC=CC=1. The product is [NH:10]1[C:11]2[CH:16]=[CH:15][CH:14]=[CH:13][C:12]=2[N:8]=[C:9]1[C:17]1[C:21]([NH:22][C:5](=[O:7])[CH3:6])=[CH:20][NH:19][N:18]=1. The yield is 0.480. (7) The reactants are O[CH2:2][C:3]1[CH:12]=[N:11][C:10]2[N:9]3[CH2:13][CH2:14][CH2:15][C@H:8]3[C:7](=[O:16])[NH:6][C:5]=2[CH:4]=1.Cl.[CH2:18]([NH:20][C:21](=[O:36])[C:22]1[CH:27]=[C:26]([F:28])[C:25]([N:29]2[CH2:34][CH2:33][NH:32][CH2:31][CH2:30]2)=[CH:24][C:23]=1[F:35])[CH3:19].[I-].C(C[P+](C)(C)C)#N.C(N(CC)C(C)C)(C)C. The yield is 0.368. The catalyst is C(#N)CC.ClCCl.CO. The product is [CH2:18]([NH:20][C:21](=[O:36])[C:22]1[CH:27]=[C:26]([F:28])[C:25]([N:29]2[CH2:34][CH2:33][N:32]([CH2:2][C:3]3[CH:12]=[N:11][C:10]4[N:9]5[CH2:13][CH2:14][CH2:15][C@H:8]5[C:7](=[O:16])[NH:6][C:5]=4[CH:4]=3)[CH2:31][CH2:30]2)=[CH:24][C:23]=1[F:35])[CH3:19]. (8) The reactants are Br.[CH:2]1([NH:5][C:6]2[CH:11]=[CH:10][N:9]3[CH:12]=[C:13]([C:15]4[CH:20]=[CH:19][C:18]([OH:21])=[CH:17][CH:16]=4)[N:14]=[C:8]3[CH:7]=2)[CH2:4][CH2:3]1.C([O-])([O-])=O.[Cs+].[Cs+].Br[CH2:29][CH2:30][CH2:31][F:32]. The yield is 0.220. The catalyst is CN(C=O)C. The product is [CH:2]1([NH:5][C:6]2[CH:11]=[CH:10][N:9]3[CH:12]=[C:13]([C:15]4[CH:20]=[CH:19][C:18]([O:21][CH2:29][CH2:30][CH2:31][F:32])=[CH:17][CH:16]=4)[N:14]=[C:8]3[CH:7]=2)[CH2:4][CH2:3]1. (9) The reactants are [H-].[Na+].CC1[N:8]=[C:7]([NH:9][C:10]2[CH:15]=[CH:14][CH:13]=[CH:12][N:11]=2)SN=1.[CH2:16]([O:18][C:19](=[O:28])[CH2:20][CH2:21][CH2:22][CH2:23][CH2:24][CH2:25][CH2:26]I)[CH3:17].O. The catalyst is CN(C=O)C. The product is [CH3:7][N:9]1[CH:10]=[CH:15][C:7]([N:9]([C:10]2[CH:15]=[CH:14][CH:13]=[CH:12][N:11]=2)[CH2:26][CH2:25][CH2:24][CH2:23][CH2:22][CH2:21][CH2:20][C:19]([O:18][CH2:16][CH3:17])=[O:28])=[N:8]1. The yield is 0.190. (10) The reactants are [CH3:1][C:2]1[CH:7]=[CH:6][C:5]([NH2:8])=[CH:4][C:3]=1[N+:9]([O-:11])=[O:10].C(C(C)(C)C1C=C(C=CN=1)C(N[C:33]1[CH:38]=[CH:37][C:36](C)=[C:35](NC2[C:38]3[C:33](=[CH:34][C:35](OC)=[CH:36][CH:37]=3)N=CN=2)[CH:34]=1)=O)#N.CN(C(ON1N=[N:61][C:56]2C=CC=NC1=2)=[N+](C)C)C.[F:63][P-](F)(F)(F)(F)F.CCN([CH:76]([CH3:78])[CH3:77])C(C)C.CN([CH:82]=[O:83])C. The catalyst is O. The product is [C:56]([C:76]([CH3:77])([CH3:78])[C:37]1[CH:38]=[C:33]([CH:34]=[C:35]([F:63])[CH:36]=1)[C:82]([NH:8][C:5]1[CH:6]=[CH:7][C:2]([CH3:1])=[C:3]([N+:9]([O-:11])=[O:10])[CH:4]=1)=[O:83])#[N:61]. The yield is 0.690.